This data is from Reaction yield outcomes from USPTO patents with 853,638 reactions. The task is: Predict the reaction yield, written as a fraction of the theoretical maximum amount of product (1.0 means a 100% yield; for example, 0.34 means a 34% yield). (1) The yield is 0.680. The catalyst is C(O)C. The product is [C:1]1([S:7][C:8]2[CH:9]=[C:10]([CH2:11][OH:12])[CH:13]=[CH:14][CH:15]=2)[CH:6]=[CH:5][CH:4]=[CH:3][CH:2]=1. The reactants are [C:1]1([S:7][C:8]2[CH:9]=[C:10]([CH:13]=[CH:14][CH:15]=2)[CH:11]=[O:12])[CH:6]=[CH:5][CH:4]=[CH:3][CH:2]=1.[BH4-].[Na+].O. (2) The reactants are [CH3:1][O:2][C:3](=[O:13])[C:4]1[CH:9]=[CH:8][C:7]([OH:10])=[C:6]([O:11][CH3:12])[CH:5]=1.C(=O)([O-])[O-].[K+].[K+].Br[CH2:21][CH2:22][Cl:23]. The catalyst is CN(C=O)C.C(OCC)(=O)C. The product is [CH3:1][O:2][C:3](=[O:13])[C:4]1[CH:9]=[CH:8][C:7]([O:10][CH2:21][CH2:22][Cl:23])=[C:6]([O:11][CH3:12])[CH:5]=1. The yield is 0.970. (3) The reactants are [CH2:1]([N:6]1[C:14]2[N:13]=[C:12]([C:15]([F:18])([F:17])[F:16])[NH:11][C:10]=2[C:9](=[O:19])[NH:8][C:7]1=[S:20])[CH2:2][CH2:3][CH2:4][CH3:5].[OH-].[Na+].S(OC)(O[CH3:27])(=O)=O. The catalyst is O. The product is [CH3:27][S:20][C:7]1[N:6]([CH2:1][CH2:2][CH2:3][CH2:4][CH3:5])[C:14]2[N:13]=[C:12]([C:15]([F:18])([F:16])[F:17])[NH:11][C:10]=2[C:9](=[O:19])[N:8]=1. The yield is 0.956. (4) The reactants are [CH3:1][O:2][C:3]1[CH:11]=[C:10]2[C:6]([C:7]([C:12]([OH:14])=[O:13])=[CH:8][NH:9]2)=[CH:5][CH:4]=1.[H-].[Na+].I[CH3:18].[OH-].[Na+].[OH-].[K+]. The catalyst is CN(C=O)C. The product is [CH3:1][O:2][C:3]1[CH:11]=[C:10]2[C:6]([C:7]([C:12]([OH:14])=[O:13])=[CH:8][N:9]2[CH3:18])=[CH:5][CH:4]=1. The yield is 0.860.